This data is from NCI-60 drug combinations with 297,098 pairs across 59 cell lines. The task is: Regression. Given two drug SMILES strings and cell line genomic features, predict the synergy score measuring deviation from expected non-interaction effect. (1) Drug 1: C1=CC(=C2C(=C1NCCNCCO)C(=O)C3=C(C=CC(=C3C2=O)O)O)NCCNCCO. Drug 2: CC=C1C(=O)NC(C(=O)OC2CC(=O)NC(C(=O)NC(CSSCCC=C2)C(=O)N1)C(C)C)C(C)C. Cell line: COLO 205. Synergy scores: CSS=65.7, Synergy_ZIP=-0.447, Synergy_Bliss=-1.12, Synergy_Loewe=-1.25, Synergy_HSA=-0.341. (2) Cell line: NCIH23. Drug 1: C1=CC=C(C(=C1)C(C2=CC=C(C=C2)Cl)C(Cl)Cl)Cl. Synergy scores: CSS=-2.16, Synergy_ZIP=-0.0223, Synergy_Bliss=0.628, Synergy_Loewe=-2.05, Synergy_HSA=-1.92. Drug 2: COCCOC1=C(C=C2C(=C1)C(=NC=N2)NC3=CC=CC(=C3)C#C)OCCOC.Cl. (3) Drug 1: CC1=C(C(CCC1)(C)C)C=CC(=CC=CC(=CC(=O)O)C)C. Drug 2: CC(C)CN1C=NC2=C1C3=CC=CC=C3N=C2N. Cell line: ACHN. Synergy scores: CSS=5.33, Synergy_ZIP=-4.96, Synergy_Bliss=-3.06, Synergy_Loewe=-2.56, Synergy_HSA=-2.30. (4) Drug 1: CCC(=C(C1=CC=CC=C1)C2=CC=C(C=C2)OCCN(C)C)C3=CC=CC=C3.C(C(=O)O)C(CC(=O)O)(C(=O)O)O. Drug 2: C1=CC=C(C(=C1)C(C2=CC=C(C=C2)Cl)C(Cl)Cl)Cl. Cell line: SNB-19. Synergy scores: CSS=0.954, Synergy_ZIP=-1.71, Synergy_Bliss=-2.62, Synergy_Loewe=-3.14, Synergy_HSA=-2.14. (5) Drug 1: C1CCN(CC1)CCOC2=CC=C(C=C2)C(=O)C3=C(SC4=C3C=CC(=C4)O)C5=CC=C(C=C5)O. Drug 2: CC1C(C(CC(O1)OC2CC(OC(C2O)C)OC3=CC4=CC5=C(C(=O)C(C(C5)C(C(=O)C(C(C)O)O)OC)OC6CC(C(C(O6)C)O)OC7CC(C(C(O7)C)O)OC8CC(C(C(O8)C)O)(C)O)C(=C4C(=C3C)O)O)O)O. Cell line: HOP-92. Synergy scores: CSS=7.49, Synergy_ZIP=6.41, Synergy_Bliss=11.2, Synergy_Loewe=7.53, Synergy_HSA=7.20. (6) Drug 1: C1CCN(CC1)CCOC2=CC=C(C=C2)C(=O)C3=C(SC4=C3C=CC(=C4)O)C5=CC=C(C=C5)O. Drug 2: CC1=C(C(=CC=C1)Cl)NC(=O)C2=CN=C(S2)NC3=CC(=NC(=N3)C)N4CCN(CC4)CCO. Cell line: RXF 393. Synergy scores: CSS=22.8, Synergy_ZIP=-4.10, Synergy_Bliss=-0.537, Synergy_Loewe=-14.9, Synergy_HSA=-2.05. (7) Drug 1: CC1=C(C(CCC1)(C)C)C=CC(=CC=CC(=CC(=O)O)C)C. Drug 2: CC1CCC2CC(C(=CC=CC=CC(CC(C(=O)C(C(C(=CC(C(=O)CC(OC(=O)C3CCCCN3C(=O)C(=O)C1(O2)O)C(C)CC4CCC(C(C4)OC)O)C)C)O)OC)C)C)C)OC. Cell line: HT29. Synergy scores: CSS=16.4, Synergy_ZIP=-5.85, Synergy_Bliss=-2.91, Synergy_Loewe=-67.1, Synergy_HSA=-1.62. (8) Synergy scores: CSS=1.35, Synergy_ZIP=-4.59, Synergy_Bliss=-9.14, Synergy_Loewe=-7.67, Synergy_HSA=-7.76. Drug 1: CC(C)CN1C=NC2=C1C3=CC=CC=C3N=C2N. Cell line: LOX IMVI. Drug 2: C(CN)CNCCSP(=O)(O)O. (9) Drug 1: C1CN(CCN1C(=O)CCBr)C(=O)CCBr. Drug 2: CC12CCC3C(C1CCC2OP(=O)(O)O)CCC4=C3C=CC(=C4)OC(=O)N(CCCl)CCCl.[Na+]. Cell line: RXF 393. Synergy scores: CSS=1.85, Synergy_ZIP=-1.12, Synergy_Bliss=-0.641, Synergy_Loewe=-3.14, Synergy_HSA=-1.78. (10) Drug 1: CC=C1C(=O)NC(C(=O)OC2CC(=O)NC(C(=O)NC(CSSCCC=C2)C(=O)N1)C(C)C)C(C)C. Drug 2: C1CNP(=O)(OC1)N(CCCl)CCCl. Cell line: M14. Synergy scores: CSS=43.3, Synergy_ZIP=3.12, Synergy_Bliss=2.38, Synergy_Loewe=-50.1, Synergy_HSA=-2.40.